Dataset: Reaction yield outcomes from USPTO patents with 853,638 reactions. Task: Predict the reaction yield, written as a fraction of the theoretical maximum amount of product (1.0 means a 100% yield; for example, 0.34 means a 34% yield). (1) The reactants are [Cl:1][C:2]1[N:3]=[C:4](Cl)[C:5]2[S:10][CH:9]=[C:8]([C:11]3[CH:16]=[CH:15][CH:14]=[CH:13][CH:12]=3)[C:6]=2[N:7]=1.[CH2:18]([NH2:21])[CH:19]=[CH2:20]. The catalyst is CN(C=O)C. The product is [CH2:18]([NH:21][C:4]1[C:5]2[S:10][CH:9]=[C:8]([C:11]3[CH:16]=[CH:15][CH:14]=[CH:13][CH:12]=3)[C:6]=2[N:7]=[C:2]([Cl:1])[N:3]=1)[CH:19]=[CH2:20]. The yield is 0.889. (2) The reactants are [NH2:1][CH2:2][CH2:3][CH2:4][N:5]1[C:10]([C:11]2[CH:16]=[C:15]([F:17])[CH:14]=[CH:13][C:12]=2[O:18][CH3:19])=[CH:9][C:8](=[O:20])[NH:7][C:6]1=[S:21].[N:22]1([C:31]([N:33]2[CH2:36][C:35]([F:38])([F:37])[CH2:34]2)=N)C2C=CC=CC=2N=N1.C(N(CC)C(C)C)(C)C.Cl. The catalyst is CN(C=O)C.O1CCOCC1. The product is [F:37][C:35]1([F:38])[CH2:36][N:33]([C:31](=[NH:22])[NH:1][CH2:2][CH2:3][CH2:4][N:5]2[C:10]([C:11]3[CH:16]=[C:15]([F:17])[CH:14]=[CH:13][C:12]=3[O:18][CH3:19])=[CH:9][C:8](=[O:20])[NH:7][C:6]2=[S:21])[CH2:34]1. The yield is 0.330. (3) The reactants are [NH2:1][C:2]1[CH:3]=[C:4]([CH:21]=[CH:22][CH:23]=1)[O:5][C:6]1[CH:7]=[CH:8][C:9]2[N:10]([CH:12]=[C:13]([NH:15][C:16]([CH:18]3[CH2:20][CH2:19]3)=[O:17])[N:14]=2)[N:11]=1.[CH3:24][N:25]1[C:29]([C:30](Cl)=[O:31])=[CH:28][C:27]([CH3:33])=[N:26]1.O. The catalyst is CN(C)C(=O)C. The product is [CH:18]1([C:16]([NH:15][C:13]2[N:14]=[C:9]3[CH:8]=[CH:7][C:6]([O:5][C:4]4[CH:3]=[C:2]([NH:1][C:30]([C:29]5[N:25]([CH3:24])[N:26]=[C:27]([CH3:33])[CH:28]=5)=[O:31])[CH:23]=[CH:22][CH:21]=4)=[N:11][N:10]3[CH:12]=2)=[O:17])[CH2:20][CH2:19]1. The yield is 0.250.